This data is from Peptide-MHC class I binding affinity with 185,985 pairs from IEDB/IMGT. The task is: Regression. Given a peptide amino acid sequence and an MHC pseudo amino acid sequence, predict their binding affinity value. This is MHC class I binding data. (1) The peptide sequence is VFMDNAFKK. The MHC is HLA-A02:01 with pseudo-sequence HLA-A02:01. The binding affinity (normalized) is 0.0847. (2) The MHC is HLA-A80:01 with pseudo-sequence HLA-A80:01. The binding affinity (normalized) is 0.0847. The peptide sequence is AMEGGTTKA.